From a dataset of Forward reaction prediction with 1.9M reactions from USPTO patents (1976-2016). Predict the product of the given reaction. (1) Given the reactants C([O-])([O-])=O.[Cs+].[Cs+].Br[C:8]1[CH:9]=[C:10]2[C:20](=[CH:21][C:22]=1[CH3:23])[O:19][C:13]1([CH2:18][CH2:17][CH2:16][O:15][CH2:14]1)[CH2:12][C:11]2=[O:24].[C:25]([C:27]1[CH:28]=[C:29](B(O)O)[CH:30]=[CH:31][CH:32]=1)#[N:26].N#N, predict the reaction product. The product is: [CH3:23][C:22]1[CH:21]=[C:20]2[C:10]([C:11](=[O:24])[CH2:12][C:13]3([O:19]2)[CH2:18][CH2:17][CH2:16][O:15][CH2:14]3)=[CH:9][C:8]=1[C:31]1[CH:32]=[C:27]([CH:28]=[CH:29][CH:30]=1)[C:25]#[N:26]. (2) Given the reactants [CH3:1][O:2][C:3]([C:5]1[CH:10]=[CH:9][C:8](B(O)O)=[CH:7][CH:6]=1)=[O:4].Br[C:15]1[CH:20]=[CH:19][C:18]([N+:21]([O-:23])=[O:22])=[CH:17][N:16]=1, predict the reaction product. The product is: [N+:21]([C:18]1[CH:17]=[N:16][C:15]([C:6]2[CH:7]=[CH:8][CH:9]=[CH:10][C:5]=2[C:3]([O:2][CH3:1])=[O:4])=[CH:20][CH:19]=1)([O-:23])=[O:22]. (3) Given the reactants [N+:1]([C:4]1[CH:20]=[CH:19][C:7]([O:8][C:9]2[CH:14]=[CH:13][N:12]=[C:11]([C:15]([F:18])([F:17])[F:16])[CH:10]=2)=[CH:6][CH:5]=1)([O-])=O, predict the reaction product. The product is: [F:18][C:15]([F:16])([F:17])[C:11]1[CH:10]=[C:9]([O:8][C:7]2[CH:19]=[CH:20][C:4]([NH2:1])=[CH:5][CH:6]=2)[CH:14]=[CH:13][N:12]=1.